From a dataset of Forward reaction prediction with 1.9M reactions from USPTO patents (1976-2016). Predict the product of the given reaction. (1) Given the reactants [P:1]([O:13][CH2:14][CH2:15][NH:16][S:17]([C:20]1[CH:37]=[CH:36][C:23]2[C:24]3[CH:25]([CH2:34][Cl:35])[CH2:26][NH:27][C:28]=3[CH:29]=[C:30]([N+:31]([O-:33])=[O:32])[C:22]=2[CH:21]=1)(=[O:19])=[O:18])([O:8][C:9]([CH3:12])([CH3:11])[CH3:10])([O:3][C:4]([CH3:7])([CH3:6])[CH3:5])=[O:2].Cl.[CH3:39][N:40]([CH3:56])[CH2:41][CH2:42][O:43][C:44]1[CH:45]=[C:46]2[C:50](=[CH:51][CH:52]=1)[NH:49][C:48]([C:53](O)=[O:54])=[CH:47]2.CCN=C=NCCCN(C)C.CC1C=CC(S(O)(=O)=O)=CC=1, predict the reaction product. The product is: [P:1]([O:13][CH2:14][CH2:15][NH:16][S:17]([C:20]1[CH:37]=[CH:36][C:23]2[C:24]3[CH:25]([CH2:34][Cl:35])[CH2:26][N:27]([C:53]([C:48]4[NH:49][C:50]5[C:46]([CH:47]=4)=[CH:45][C:44]([O:43][CH2:42][CH2:41][N:40]([CH3:56])[CH3:39])=[CH:52][CH:51]=5)=[O:54])[C:28]=3[CH:29]=[C:30]([N+:31]([O-:33])=[O:32])[C:22]=2[CH:21]=1)(=[O:19])=[O:18])([O:8][C:9]([CH3:12])([CH3:11])[CH3:10])([O:3][C:4]([CH3:7])([CH3:6])[CH3:5])=[O:2]. (2) Given the reactants [CH2:1]([N:3]([CH2:20][CH3:21])[C:4]1[CH:5]=[C:6]([OH:19])[C:7](=[CH:17][CH:18]=1)[CH:8]=[N:9][C:10]1[CH:15]=[CH:14][CH:13]=[CH:12][C:11]=1[NH2:16])[CH3:2].[CH:22](=O)[C:23]1[C:24](=[CH:26][CH:27]=[CH:28][CH:29]=1)[OH:25], predict the reaction product. The product is: [CH2:20]([N:3]([CH2:1][CH3:2])[C:4]1[CH:5]=[C:6]([OH:19])[C:7](=[CH:17][CH:18]=1)[CH:8]=[N:9][C:10]1[CH:15]=[CH:14][CH:13]=[CH:12][C:11]=1[N:16]=[CH:22][C:23]1[C:24](=[CH:26][CH:27]=[CH:28][CH:29]=1)[OH:25])[CH3:21]. (3) Given the reactants [C:1]([C:4]1[C:9]([C:10]2[CH:15]=[CH:14][CH:13]=[CH:12][CH:11]=2)=[N:8][N:7]([CH2:16][CH3:17])[C:6](=[O:18])[C:5]=1[N+:19]([O-])=O)(=[O:3])[CH3:2].C(OC(=O)[NH:28][CH2:29][C:30]1[CH:35]=[CH:34][C:33](N)=[CH:32][CH:31]=1)(C)(C)C.FC(F)(F)C(O)=O.ClCCl, predict the reaction product. The product is: [C:1]([C:4]1[C:9]([C:10]2[CH:15]=[CH:14][CH:13]=[CH:12][CH:11]=2)=[N:8][N:7]([CH2:16][CH3:17])[C:6](=[O:18])[C:5]=1[NH:19][C:33]1[CH:34]=[CH:35][C:30]([CH2:29][NH2:28])=[CH:31][CH:32]=1)(=[O:3])[CH3:2]. (4) Given the reactants C(OC([NH:8][C@H:9]([C:34]([N:36]1[CH2:40][CH2:39][C@H:38]([F:41])[CH2:37]1)=[O:35])[C@H:10]([C:16]1[CH:21]=[CH:20][C:19]([N:22]([CH3:33])[C:23](=[O:32])[C:24]2[CH:29]=[CH:28][C:27]([O:30][CH3:31])=[CH:26][CH:25]=2)=[CH:18][CH:17]=1)[C:11]([N:13]([CH3:15])[CH3:14])=[O:12])=O)(C)(C)C.[F:42][C:43]([F:48])([F:47])[C:44]([OH:46])=[O:45], predict the reaction product. The product is: [F:42][C:43]([F:48])([F:47])[C:44]([OH:46])=[O:45].[NH2:8][C@H:9]([C:34]([N:36]1[CH2:40][CH2:39][C@H:38]([F:41])[CH2:37]1)=[O:35])[C@H:10]([C:16]1[CH:21]=[CH:20][C:19]([N:22]([CH3:33])[C:23](=[O:32])[C:24]2[CH:29]=[CH:28][C:27]([O:30][CH3:31])=[CH:26][CH:25]=2)=[CH:18][CH:17]=1)[C:11]([N:13]([CH3:14])[CH3:15])=[O:12]. (5) Given the reactants [C:1]([C:5]1[CH:12]=[CH:11][C:8]([CH:9]=O)=[CH:7][CH:6]=1)([CH3:4])([CH3:3])[CH3:2].[CH3:13][O:14][C:15]1[CH:20]=[CH:19][C:18]([CH2:21][CH2:22][NH2:23])=[CH:17][CH:16]=1.[BH4-].[Na+], predict the reaction product. The product is: [C:1]([C:5]1[CH:12]=[CH:11][C:8]([CH2:9][NH:23][CH2:22][CH2:21][C:18]2[CH:19]=[CH:20][C:15]([O:14][CH3:13])=[CH:16][CH:17]=2)=[CH:7][CH:6]=1)([CH3:4])([CH3:3])[CH3:2]. (6) Given the reactants COCCN(S(F)(F)[F:11])CCOC.ClC1C=CC(C(C(OCC)=O)(C2[CH:29]=[CH:28][C:26]([Cl:27])=[CH:25]C=2)O)=CC=1.[Cl:35][C:36]1[CH:41]=CC(C(C(OCC)=O)(C2C=CC(Cl)=CC=2)O)=CC=1.[C@@:56]12([OH:65])[N:63]([CH3:64])[C@@H:60]([CH2:61][CH2:62]1)[CH2:59][CH:58]=[CH:57]2.O.[C:67]([O-:70])(O)=[O:68].[Na+], predict the reaction product. The product is: [C@@:56]12([OH:65])[N:63]([CH3:64])[C@@H:60]([CH2:61][CH2:62]1)[CH2:59][CH:58]=[CH:57]2.[F:11][C:59]([C:58]1[CH:57]=[CH:29][CH:28]=[C:26]([Cl:27])[CH:25]=1)([C:60]1[CH:61]=[CH:62][CH:56]=[C:36]([Cl:35])[CH:41]=1)[C:67]([O-:70])=[O:68]. (7) Given the reactants [N+:1]([C:4]1[CH:5]=[N:6][NH:7][CH:8]=1)([O-:3])=[O:2].[H-].[Na+].[CH3:11][Si:12]([CH3:19])([CH3:18])[CH2:13][CH2:14][O:15][CH2:16]Cl, predict the reaction product. The product is: [N+:1]([C:4]1[CH:5]=[N:6][N:7]([CH2:16][O:15][CH2:14][CH2:13][Si:12]([CH3:19])([CH3:18])[CH3:11])[CH:8]=1)([O-:3])=[O:2]. (8) Given the reactants Br[C:2]1[CH:3]=[CH:4][C:5]2[C:6](=[C:16]3[CH2:22][CH:21]4[N:23]([C:24](=[O:29])[C:25]([F:28])([F:27])[F:26])[CH:18]([CH2:19][CH2:20]4)[CH2:17]3)[C:7]3[C:12]([O:13][C:14]=2[CH:15]=1)=[CH:11][CH:10]=[CH:9][CH:8]=3.[C:30]([Cu])#[N:31].O, predict the reaction product. The product is: [F:27][C:25]([F:26])([F:28])[C:24]([N:23]1[CH:21]2[CH2:20][CH2:19][CH:18]1[CH2:17][C:16](=[C:6]1[C:5]3[CH:4]=[CH:3][C:2]([C:30]#[N:31])=[CH:15][C:14]=3[O:13][C:12]3[C:7]1=[CH:8][CH:9]=[CH:10][CH:11]=3)[CH2:22]2)=[O:29].